From a dataset of Catalyst prediction with 721,799 reactions and 888 catalyst types from USPTO. Predict which catalyst facilitates the given reaction. (1) Reactant: [I:1][C:2]1[N:7]([CH2:8][CH2:9][O:10][CH3:11])[C:6](=[S:12])[NH:5][C:4](=[O:13])[CH:3]=1.[CH:14](N(C(C)C)CC)(C)C.IC. Product: [I:1][C:2]1[N:7]([CH2:8][CH2:9][O:10][CH3:11])[C:6]([S:12][CH3:14])=[N:5][C:4](=[O:13])[CH:3]=1. The catalyst class is: 23. (2) Reactant: [CH3:1][S:2]([CH2:5][O:6][CH2:7][CH2:8][N:9]1[C:13]2[CH:14]=[CH:15][C:16]([C:18]([OH:20])=O)=[CH:17][C:12]=2[N:11]=[CH:10]1)(=[O:4])=[O:3].[NH:21]1[CH:30]2[CH:25]([CH2:26][CH2:27][CH2:28][CH2:29]2)[CH2:24][CH2:23][CH2:22]1.C1C=CC2N(O)N=NC=2C=1.CCN(C(C)C)C(C)C.CCN=C=NCCCN(C)C.Cl.Cl. Product: [CH3:1][S:2]([CH2:5][O:6][CH2:7][CH2:8][N:9]1[C:13]2[CH:14]=[CH:15][C:16]([C:18]([N:21]3[CH:30]4[CH:25]([CH2:26][CH2:27][CH2:28][CH2:29]4)[CH2:24][CH2:23][CH2:22]3)=[O:20])=[CH:17][C:12]=2[N:11]=[CH:10]1)(=[O:3])=[O:4]. The catalyst class is: 3. (3) Reactant: [CH:1]1([C:4]([OH:6])=O)[CH2:3][CH2:2]1.[NH2:7][CH2:8][C:9]1[CH:10]=[C:11]([C:15]2[CH:16]=[C:17]3[C:22](=[N:23][CH:24]=2)[N:21]([C:25]([NH2:27])=[O:26])[CH2:20][CH2:19][CH2:18]3)[CH:12]=[N:13][CH:14]=1.CN(C(ON1N=NC2C=CC=NC1=2)=[N+](C)C)C.F[P-](F)(F)(F)(F)F.C(N(CC)CC)C. Product: [CH:1]1([C:4]([NH:7][CH2:8][C:9]2[CH:10]=[C:11]([C:15]3[CH:16]=[C:17]4[C:22](=[N:23][CH:24]=3)[N:21]([C:25]([NH2:27])=[O:26])[CH2:20][CH2:19][CH2:18]4)[CH:12]=[N:13][CH:14]=2)=[O:6])[CH2:3][CH2:2]1. The catalyst class is: 3. (4) The catalyst class is: 7. Reactant: CN.[Cl:3][C:4]1[N:9]=[CH:8][C:7]([CH2:10][NH:11][C:12](=[O:27])[C:13](Cl)=[N:14][NH:15][C:16]2[CH:21]=[CH:20][C:19]([C:22]([F:25])([F:24])[F:23])=[CH:18][CH:17]=2)=[CH:6][CH:5]=1.[CH2:28]([N:30](CC)CC)C. Product: [Cl:3][C:4]1[N:9]=[CH:8][C:7]([CH2:10][NH:11][C:12](=[O:27])[C:13]([NH:30][CH3:28])=[N:14][NH:15][C:16]2[CH:21]=[CH:20][C:19]([C:22]([F:25])([F:24])[F:23])=[CH:18][CH:17]=2)=[CH:6][CH:5]=1. (5) Reactant: [Si]([O:8][CH2:9][CH2:10][CH2:11][N:12]1[C:20](=[O:21])[C:19]2[N:18]([CH2:22][C:23]3[CH:28]=[CH:27][C:26]([Cl:29])=[CH:25][CH:24]=3)[C:17]([O:30][CH2:31][CH2:32][N:33]3[CH2:38][CH2:37][O:36][CH2:35][CH2:34]3)=[N:16][C:15]=2[N:14]([CH3:39])[C:13]1=[O:40])(C(C)(C)C)(C)C.Cl. Product: [ClH:29].[Cl:29][C:26]1[CH:25]=[CH:24][C:23]([CH2:22][N:18]2[C:19]3[C:20](=[O:21])[N:12]([CH2:11][CH2:10][CH2:9][OH:8])[C:13](=[O:40])[N:14]([CH3:39])[C:15]=3[N:16]=[C:17]2[O:30][CH2:31][CH2:32][N:33]2[CH2:34][CH2:35][O:36][CH2:37][CH2:38]2)=[CH:28][CH:27]=1. The catalyst class is: 8. (6) Reactant: [F:1][CH:2]([F:20])[O:3][C:4]1[CH:9]=[CH:8][C:7]([CH:10]([NH2:16])[CH2:11][S:12]([CH3:15])(=[O:14])=[O:13])=[CH:6][C:5]=1[O:17][CH2:18][CH3:19].[C:21]([NH:24][C:25]1[CH:35]=[CH:34][CH:33]=[C:27]2[C:28]([O:30][C:31](=O)[C:26]=12)=[O:29])(=[O:23])[CH3:22].C([O-])(=O)C.[Na+]. Product: [F:20][CH:2]([F:1])[O:3][C:4]1[CH:9]=[CH:8][C:7]([CH:10]([N:16]2[C:31](=[O:30])[C:26]3[C:27](=[CH:33][CH:34]=[CH:35][C:25]=3[NH:24][C:21](=[O:23])[CH3:22])[C:28]2=[O:29])[CH2:11][S:12]([CH3:15])(=[O:14])=[O:13])=[CH:6][C:5]=1[O:17][CH2:18][CH3:19]. The catalyst class is: 15.